Dataset: NCI-60 drug combinations with 297,098 pairs across 59 cell lines. Task: Regression. Given two drug SMILES strings and cell line genomic features, predict the synergy score measuring deviation from expected non-interaction effect. (1) Drug 1: C1=NC2=C(N1)C(=S)N=C(N2)N. Drug 2: CS(=O)(=O)OCCCCOS(=O)(=O)C. Cell line: SNB-19. Synergy scores: CSS=10.9, Synergy_ZIP=-4.27, Synergy_Bliss=-1.54, Synergy_Loewe=-2.75, Synergy_HSA=-1.22. (2) Drug 1: CCC1(CC2CC(C3=C(CCN(C2)C1)C4=CC=CC=C4N3)(C5=C(C=C6C(=C5)C78CCN9C7C(C=CC9)(C(C(C8N6C=O)(C(=O)OC)O)OC(=O)C)CC)OC)C(=O)OC)O.OS(=O)(=O)O. Drug 2: C(CN)CNCCSP(=O)(O)O. Cell line: SF-295. Synergy scores: CSS=-0.928, Synergy_ZIP=1.13, Synergy_Bliss=0.875, Synergy_Loewe=-1.19, Synergy_HSA=-2.44. (3) Drug 1: C1=CC(=CC=C1CCCC(=O)O)N(CCCl)CCCl. Drug 2: C1CC(C1)(C(=O)O)C(=O)O.[NH2-].[NH2-].[Pt+2]. Cell line: OVCAR3. Synergy scores: CSS=51.7, Synergy_ZIP=-5.00, Synergy_Bliss=2.21, Synergy_Loewe=-6.63, Synergy_HSA=2.81.